Dataset: Full USPTO retrosynthesis dataset with 1.9M reactions from patents (1976-2016). Task: Predict the reactants needed to synthesize the given product. (1) The reactants are: C(OC(=O)[NH:7][CH2:8][C:9]1[CH:14]=[C:13]([C:15]([N:17]2[CH2:22][CH2:21][N:20]([CH3:23])[CH2:19][CH2:18]2)=[O:16])[CH:12]=[C:11]([Cl:24])[C:10]=1[F:25])(C)(C)C.C(O)(C(F)(F)F)=O. Given the product [NH2:7][CH2:8][C:9]1[CH:14]=[C:13]([C:15]([N:17]2[CH2:22][CH2:21][N:20]([CH3:23])[CH2:19][CH2:18]2)=[O:16])[CH:12]=[C:11]([Cl:24])[C:10]=1[F:25], predict the reactants needed to synthesize it. (2) Given the product [F:27][CH:25]([F:26])[C:17]1[N:16]([C:14]2[CH:13]=[C:12]([N:28]3[CH2:29][CH2:30][O:31][CH2:32][CH2:33]3)[N:11]=[C:10]([NH:9][CH2:8][C@H:5]3[CH2:6][CH2:7][C@H:2]([N:1]4[CH2:41][CH:46]([CH3:45])[O:51][C:49]4=[O:50])[CH2:3][CH2:4]3)[N:15]=2)[C:20]2[CH:21]=[CH:22][CH:23]=[CH:24][C:19]=2[N:18]=1, predict the reactants needed to synthesize it. The reactants are: [NH2:1][C@H:2]1[CH2:7][CH2:6][C@H:5]([CH2:8][NH:9][C:10]2[N:15]=[C:14]([N:16]3[C:20]4[CH:21]=[CH:22][CH:23]=[CH:24][C:19]=4[N:18]=[C:17]3[CH:25]([F:27])[F:26])[CH:13]=[C:12]([N:28]3[CH2:33][CH2:32][O:31][CH2:30][CH2:29]3)[N:11]=2)[CH2:4][CH2:3]1.FC(C)COS([C:41]1[CH:46]=[CH:45]C(C)=CC=1)(=O)=O.[C:49](=O)([O-:51])[O-:50].[K+].[K+].O. (3) Given the product [CH3:29][C:24]1([CH3:30])[C:25]([CH3:28])([CH3:27])[O:26][B:22]([C:2]2[CH:3]=[C:4]([N:8]3[C:21]4[CH:20]=[CH:19][CH:18]=[CH:17][C:16]=4[O:15][C:14]4[C:9]3=[CH:10][CH:11]=[CH:12][CH:13]=4)[CH:5]=[CH:6][CH:7]=2)[O:23]1, predict the reactants needed to synthesize it. The reactants are: Br[C:2]1[CH:3]=[C:4]([N:8]2[C:21]3[CH:20]=[CH:19][CH:18]=[CH:17][C:16]=3[O:15][C:14]3[C:9]2=[CH:10][CH:11]=[CH:12][CH:13]=3)[CH:5]=[CH:6][CH:7]=1.[B:22]1([B:22]2[O:26][C:25]([CH3:28])([CH3:27])[C:24]([CH3:30])([CH3:29])[O:23]2)[O:26][C:25]([CH3:28])([CH3:27])[C:24]([CH3:30])([CH3:29])[O:23]1.C([O-])(=O)C.[K+]. (4) Given the product [F:1][C:2]1[CH:3]=[C:4]([CH:10]([C:18]2[NH:22][C:21]([C:23]3[N:28]=[CH:27][C:26]([CH:29]([OH:32])[CH2:30][OH:31])=[CH:25][CH:24]=3)=[CH:20][CH:19]=2)[CH2:11][CH:12]2[CH2:17][CH2:16][O:15][CH2:14][CH2:13]2)[CH:5]=[CH:6][C:7]=1[S:42]([CH3:34])(=[O:44])=[O:41], predict the reactants needed to synthesize it. The reactants are: [F:1][C:2]1[CH:3]=[C:4]([CH:10]([C:18]2[NH:22][C:21]([C:23]3[N:28]=[CH:27][C:26]([CH:29]([OH:32])[CH2:30][OH:31])=[CH:25][CH:24]=3)=[CH:20][CH:19]=2)[CH2:11][CH:12]2[CH2:17][CH2:16][O:15][CH2:14][CH2:13]2)[CH:5]=[CH:6][C:7]=1SC.O1CCC[CH2:34]1.CO.O[O:41][S:42]([O-:44])=O.[K+]. (5) Given the product [CH3:1][C:2]1[CH:3]=[C:4]([CH:18]=[CH:19][C:20]=1[CH3:21])[C:5]([C:7]1[C:16](=[O:17])[C:15]2[C:10](=[CH:11][CH:12]=[CH:13][CH:14]=2)[N:9]([CH2:25][C:26]2[CH:31]=[CH:30][CH:29]=[C:28]([C:32]([F:34])([F:33])[F:35])[N:27]=2)[CH:8]=1)=[O:6], predict the reactants needed to synthesize it. The reactants are: [CH3:1][C:2]1[CH:3]=[C:4]([CH:18]=[CH:19][C:20]=1[CH3:21])[C:5]([C:7]1[C:16](=[O:17])[C:15]2[C:10](=[CH:11][CH:12]=[CH:13][CH:14]=2)[NH:9][CH:8]=1)=[O:6].[H-].[Na+].Br[CH2:25][C:26]1[CH:31]=[CH:30][CH:29]=[C:28]([C:32]([F:35])([F:34])[F:33])[N:27]=1. (6) The reactants are: C(OC(=O)[NH:7][CH2:8][CH2:9][CH2:10][N:11]1[C:19]([O:20]C)=[N:18][C:17]2[C:12]1=[N:13][C:14]([O:23][CH2:24][CH2:25][CH2:26][CH3:27])=[N:15][C:16]=2[NH2:22])(C)(C)C.Cl. Given the product [NH2:22][C:16]1[N:15]=[C:14]([O:23][CH2:24][CH2:25][CH2:26][CH3:27])[N:13]=[C:12]2[C:17]=1[NH:18][C:19](=[O:20])[N:11]2[CH2:10][CH2:9][CH2:8][NH2:7], predict the reactants needed to synthesize it. (7) Given the product [Cl:28][C:29]1[CH:34]=[C:33]([NH2:35])[C:32]([C:40]2[CH:41]=[CH:42][CH:43]=[CH:44][C:39]=2[O:38][CH3:37])=[CH:31][N:30]=1, predict the reactants needed to synthesize it. The reactants are: P([O-])([O-])([O-])=O.[K+].[K+].[K+].C1(P(C2C=CC=CC=2)C2C=CC=CC=2)C=CC=CC=1.[Cl:28][C:29]1[CH:34]=[C:33]([NH2:35])[C:32](I)=[CH:31][N:30]=1.[CH3:37][O:38][C:39]1[CH:44]=[CH:43][CH:42]=[CH:41][C:40]=1B(O)O. (8) The reactants are: [C:1]([OH:12])(=O)/[CH:2]=[CH:3]/[CH2:4][CH2:5][CH2:6][CH2:7][CH2:8][CH2:9][CH3:10].[CH3:13][N:14]1[CH2:19][CH2:18][NH:17][CH2:16][CH2:15]1. Given the product [C:1]([N:17]1[CH2:18][CH2:19][N:14]([CH3:13])[CH2:15][CH2:16]1)(=[O:12])/[CH:2]=[CH:3]/[CH2:4][CH2:5][CH2:6][CH2:7][CH2:8][CH2:9][CH3:10], predict the reactants needed to synthesize it. (9) Given the product [Br:1][C:2]1[CH:7]=[N+:6]([O-:20])[CH:5]=[C:4]2[S:8][C:9]([C:11]([O:13][CH3:14])=[O:12])=[CH:10][C:3]=12, predict the reactants needed to synthesize it. The reactants are: [Br:1][C:2]1[CH:7]=[N:6][CH:5]=[C:4]2[S:8][C:9]([C:11]([O:13][CH3:14])=[O:12])=[CH:10][C:3]=12.ClC1C=C(C=CC=1)C(OO)=[O:20].